This data is from Full USPTO retrosynthesis dataset with 1.9M reactions from patents (1976-2016). The task is: Predict the reactants needed to synthesize the given product. (1) Given the product [CH3:11][O:12][C:13]1[CH:19]=[CH:18][C:16]([NH:17][C:2]2[CH:7]=[CH:6][CH:5]=[CH:4][C:3]=2[N+:8]([O-:10])=[O:9])=[CH:15][CH:14]=1, predict the reactants needed to synthesize it. The reactants are: F[C:2]1[CH:7]=[CH:6][CH:5]=[CH:4][C:3]=1[N+:8]([O-:10])=[O:9].[CH3:11][O:12][C:13]1[CH:19]=[CH:18][C:16]([NH2:17])=[CH:15][CH:14]=1. (2) Given the product [Cl:71][C:7]1[CH:12]=[C:11]([C:13]([F:16])([F:15])[F:14])[N:10]=[CH:9][N:8]=1, predict the reactants needed to synthesize it. The reactants are: N1([C:7]2[CH:12]=[C:11]([C:13]([F:16])([F:15])[F:14])[N:10]=[CH:9][N:8]=2)CCNCC1.C(OC(N[C@@H]1CC[C@](C(C)C)(C(O)=O)C1)=O)(C)(C)C.F[P-](F)(F)(F)(F)F.N1(O[P+](N(C)C)(N(C)C)N(C)C)C2C=CC=CC=2N=N1.C(N(CC)CC)C.C(Cl)[Cl:71].